Dataset: Forward reaction prediction with 1.9M reactions from USPTO patents (1976-2016). Task: Predict the product of the given reaction. (1) The product is: [CH2:11]([C:25]1[C:26]2[C:31](=[CH:30][C:29]([O:34][CH3:35])=[C:28]([O:36][CH3:37])[CH:27]=2)[CH2:32][CH2:33][N:24]=1)[CH2:10][CH2:9][CH2:8][CH2:7][CH2:6][CH2:5][CH2:4][CH2:3][CH2:2][CH3:1]. Given the reactants [C:1](Cl)(=O)[CH2:2][CH2:3][CH2:4][CH2:5][CH2:6][CH2:7][CH2:8][CH2:9][CH2:10][CH2:11]C.[Cl-].FC1C=CC=CC=1C[N+:24]1[CH2:33][CH2:32][C:31]2[C:26](=[CH:27][C:28]([O:36][CH3:37])=[C:29]([O:34][CH3:35])[CH:30]=2)[CH:25]=1, predict the reaction product. (2) Given the reactants Cl[C:2]1[CH:3]=[C:4]([NH:10][C:11]2[CH:15]=[C:14]([CH3:16])[N:13]([CH3:17])[N:12]=2)[C:5](=[O:9])[N:6]([CH3:8])[N:7]=1.[C:18]([O:21][CH2:22][C:23]1[C:28]([N:29]2[N:38]=[CH:37][C:36]3[C:31](=[C:32]([F:43])[CH:33]=[C:34]([C:39]([CH3:42])([CH3:41])[CH3:40])[CH:35]=3)[C:30]2=[O:44])=[CH:27][CH:26]=[CH:25][C:24]=1[B-](F)(F)F)(=[O:20])[CH3:19].[K+].CC(C1C=C(C(C)C)C(C2C=CC=CC=2P(C2CCCCC2)C2CCCCC2)=C(C(C)C)C=1)C.[O-]P([O-])([O-])=O.[K+].[K+].[K+], predict the reaction product. The product is: [C:18]([O:21][CH2:22][C:23]1[C:24]([C:2]2[CH:3]=[C:4]([NH:10][C:11]3[CH:15]=[C:14]([CH3:16])[N:13]([CH3:17])[N:12]=3)[C:5](=[O:9])[N:6]([CH3:8])[N:7]=2)=[CH:25][CH:26]=[CH:27][C:28]=1[N:29]1[N:38]=[CH:37][C:36]2[C:31](=[C:32]([F:43])[CH:33]=[C:34]([C:39]([CH3:41])([CH3:40])[CH3:42])[CH:35]=2)[C:30]1=[O:44])(=[O:20])[CH3:19]. (3) Given the reactants [C:1]([O:5][C:6]([NH:8][C:9]([N:18]1[CH2:27][CH2:26][C:25]2[C:20](=[CH:21][C:22]([O:28][CH2:29][CH:30]3[CH2:35][CH2:34][N:33]([C:36]4[CH:41]=[CH:40][C:39]([N+:42]([O-])=O)=[CH:38][N:37]=4)[CH2:32][CH2:31]3)=[CH:23][CH:24]=2)[CH2:19]1)=[N:10][C:11]([O:13][C:14]([CH3:17])([CH3:16])[CH3:15])=[O:12])=[O:7])([CH3:4])([CH3:3])[CH3:2], predict the reaction product. The product is: [C:14]([O:13][C:11]([NH:10][C:9]([N:18]1[CH2:27][CH2:26][C:25]2[C:20](=[CH:21][C:22]([O:28][CH2:29][CH:30]3[CH2:31][CH2:32][N:33]([C:36]4[CH:41]=[CH:40][C:39]([NH2:42])=[CH:38][N:37]=4)[CH2:34][CH2:35]3)=[CH:23][CH:24]=2)[CH2:19]1)=[N:8][C:6]([O:5][C:1]([CH3:3])([CH3:4])[CH3:2])=[O:7])=[O:12])([CH3:15])([CH3:16])[CH3:17]. (4) Given the reactants Cl[C:2]1[S:3][C:4]([CH2:7][C:8]2[CH:13]=[C:12]([C@H:14]3[C@H:19]([O:20][CH2:21][C:22]4[CH:27]=[CH:26][CH:25]=[CH:24][CH:23]=4)[C@@H:18]([O:28][CH2:29][C:30]4[CH:35]=[CH:34][CH:33]=[CH:32][CH:31]=4)[C@H:17]([O:36][CH2:37][C:38]4[CH:43]=[CH:42][CH:41]=[CH:40][CH:39]=4)[C@@H:16]([CH2:44][O:45][CH2:46][C:47]4[CH:52]=[CH:51][CH:50]=[CH:49][CH:48]=4)[O:15]3)[CH:11]=[CH:10][C:9]=2[Cl:53])=[N:5][N:6]=1.[CH3:54][S-:55].[Na+], predict the reaction product. The product is: [Cl:53][C:9]1[CH:10]=[CH:11][C:12]([C@H:14]2[C@H:19]([O:20][CH2:21][C:22]3[CH:23]=[CH:24][CH:25]=[CH:26][CH:27]=3)[C@@H:18]([O:28][CH2:29][C:30]3[CH:31]=[CH:32][CH:33]=[CH:34][CH:35]=3)[C@H:17]([O:36][CH2:37][C:38]3[CH:43]=[CH:42][CH:41]=[CH:40][CH:39]=3)[C@@H:16]([CH2:44][O:45][CH2:46][C:47]3[CH:48]=[CH:49][CH:50]=[CH:51][CH:52]=3)[O:15]2)=[CH:13][C:8]=1[CH2:7][C:4]1[S:3][C:2]([S:55][CH3:54])=[N:6][N:5]=1. (5) The product is: [CH2:9]([O:10][C:12]1[CH:21]=[CH:20][C:19]2[C:14](=[C:15]([C:22]3[NH:30][C:29]4[CH2:28][CH2:27][NH:26][C:25](=[O:31])[C:24]=4[CH:23]=3)[CH:16]=[CH:17][CH:18]=2)[N:13]=1)[C:3]1[CH:8]=[CH:7][CH:6]=[CH:5][CH:4]=1. Given the reactants [H-].[Na+].[C:3]1([CH2:9][OH:10])[CH:8]=[CH:7][CH:6]=[CH:5][CH:4]=1.Cl[C:12]1[CH:21]=[CH:20][C:19]2[C:14](=[C:15]([C:22]3[NH:30][C:29]4[CH2:28][CH2:27][NH:26][C:25](=[O:31])[C:24]=4[CH:23]=3)[CH:16]=[CH:17][CH:18]=2)[N:13]=1, predict the reaction product. (6) Given the reactants [CH2:1]([N:8]([CH2:22][C@@H:23]([OH:26])[CH2:24]Cl)[C:9]1[CH:14]=[CH:13][C:12]([N:15]2[CH2:20][CH2:19][O:18][CH2:17][C:16]2=[O:21])=[CH:11][CH:10]=1)[C:2]1[CH:7]=[CH:6][CH:5]=[CH:4][CH:3]=1.[N-:27]=[N+]=[N-].[Na+].C1(P(C2C=CC=CC=2)C2C=CC=CC=2)C=CC=CC=1.[P:50](=[O:54])([OH:53])([OH:52])[OH:51], predict the reaction product. The product is: [P:50]([OH:54])([OH:53])([OH:52])=[O:51].[CH2:1]([N:8]([CH2:22][C@@H:23]([OH:26])[CH2:24][NH2:27])[C:9]1[CH:14]=[CH:13][C:12]([N:15]2[CH2:20][CH2:19][O:18][CH2:17][C:16]2=[O:21])=[CH:11][CH:10]=1)[C:2]1[CH:7]=[CH:6][CH:5]=[CH:4][CH:3]=1. (7) The product is: [Cl:1][C:2]1[CH:7]=[C:6]([C:18]2[CH:19]=[N:20][C:15]([C:14]([F:25])([F:24])[F:13])=[CH:16][CH:17]=2)[N:5]=[CH:4][C:3]=1[C:9]([O:11][CH3:12])=[O:10]. Given the reactants [Cl:1][C:2]1[CH:7]=[C:6](Cl)[N:5]=[CH:4][C:3]=1[C:9]([O:11][CH3:12])=[O:10].[F:13][C:14]([F:25])([F:24])[C:15]1[N:20]=[CH:19][C:18](B(O)O)=[CH:17][CH:16]=1.C(=O)([O-])[O-].[K+].[K+].O, predict the reaction product. (8) Given the reactants [C:1]([O:4][CH2:5][C@@H:6]1[C@@H:11]([N:12]=[N+]=[N-])[CH:10]=[CH:9][CH2:8][O:7]1)(=[O:3])[CH3:2].CCN(CC)CC.[CH3:22][C:23]([O:26][C:27](O[C:27]([O:26][C:23]([CH3:25])([CH3:24])[CH3:22])=[O:28])=[O:28])([CH3:25])[CH3:24], predict the reaction product. The product is: [C:1]([O:4][CH2:5][C@@H:6]1[C@@H:11]([NH:12][C:27]([O:26][C:23]([CH3:25])([CH3:24])[CH3:22])=[O:28])[CH2:10][CH2:9][CH2:8][O:7]1)(=[O:3])[CH3:2]. (9) Given the reactants [C:1]1([C:7]2[N:16]=[C:15]3[C:10]([CH2:11][CH2:12][CH2:13][NH:14]3)=[CH:9][CH:8]=2)[CH:6]=[CH:5][CH:4]=[CH:3][CH:2]=1.[Li+].C[Si]([N-][Si](C)(C)C)(C)C.[F:27][C:28]1[N:33]=[C:32](F)[CH:31]=[C:30]([CH3:35])[N:29]=1, predict the reaction product. The product is: [F:27][C:28]1[N:33]=[C:32]([N:14]2[C:15]3[C:10](=[CH:9][CH:8]=[C:7]([C:1]4[CH:2]=[CH:3][CH:4]=[CH:5][CH:6]=4)[N:16]=3)[CH2:11][CH2:12][CH2:13]2)[CH:31]=[C:30]([CH3:35])[N:29]=1.